From a dataset of Retrosynthesis with 50K atom-mapped reactions and 10 reaction types from USPTO. Predict the reactants needed to synthesize the given product. (1) Given the product C=C(CC)C(=O)c1ccc(OC(C)C(=O)O)c(Cl)c1Cl, predict the reactants needed to synthesize it. The reactants are: C=C(CC)C(=O)c1ccc(OC(C)C(=O)OCC)c(Cl)c1Cl. (2) Given the product COC(=O)c1sccc1NS(=O)(=O)c1ccc2c(c1)CCC2, predict the reactants needed to synthesize it. The reactants are: COC(=O)c1sccc1N.O=S(=O)(Cl)c1ccc2c(c1)CCC2. (3) Given the product COc1nc(Cl)nc(-c2ccc(Cl)c(C)c2)n1, predict the reactants needed to synthesize it. The reactants are: COc1nc(Cl)nc(Cl)n1.Cc1cc(B(O)O)ccc1Cl. (4) Given the product CC(C)(C)c1ccc(CN(CCc2ccccc2)C(=O)c2c(F)c(F)cc3cc[nH]c23)cc1, predict the reactants needed to synthesize it. The reactants are: CC(C)(C)c1ccc(CNCCc2ccccc2)cc1.O=C(O)c1c(F)c(F)cc2cc[nH]c12. (5) Given the product NCC1CN(c2c(F)cc3c(=O)c(C(=O)O)cn(C4CC4)c3c2F)C1, predict the reactants needed to synthesize it. The reactants are: O=C(O)c1cn(C2CC2)c2c(F)c(N3CC(CNC(=O)C(F)(F)F)C3)c(F)cc2c1=O.